From a dataset of Full USPTO retrosynthesis dataset with 1.9M reactions from patents (1976-2016). Predict the reactants needed to synthesize the given product. (1) Given the product [CH3:14][C:10]1[N:9]=[C:8]([C:6]2[N:7]=[C:2]([C:27]3[CH:26]=[N:25][CH:24]=[C:23]([CH:28]=3)[C:21]([OH:22])=[O:20])[C:3]3[CH:17]=[CH:16][NH:15][C:4]=3[N:5]=2)[CH:13]=[CH:12][CH:11]=1, predict the reactants needed to synthesize it. The reactants are: Cl[C:2]1[C:3]2[CH:17]=[CH:16][NH:15][C:4]=2[N:5]=[C:6]([C:8]2[CH:13]=[CH:12][CH:11]=[C:10]([CH3:14])[N:9]=2)[N:7]=1.C([O:20][C:21]([C:23]1[CH:24]=[N:25][CH:26]=[C:27](B2OC(C)(C)C(C)(C)O2)[CH:28]=1)=[O:22])C.C([O-])([O-])=O.[Na+].[Na+].[OH-].[Na+]. (2) Given the product [Cl:42][C:43]1[CH:44]=[CH:45][C:46]([C:49]2[O:50][C:51]([CH:10]([NH:24][C:25](=[O:40])[CH2:26][N:27]3[C:35]4[CH2:34][CH2:33][CH2:32][CH2:31][C:30]=4[C:29]([C:36]([F:38])([F:39])[F:37])=[N:28]3)[CH2:9][C:4]3[CH:3]=[C:2]([F:1])[CH:7]=[C:6]([F:8])[CH:5]=3)=[CH:52][N:53]=2)=[CH:47][CH:48]=1, predict the reactants needed to synthesize it. The reactants are: [F:1][C:2]1[CH:3]=[C:4]([CH2:9][C@H:10]([NH:24][C:25](=[O:40])[CH2:26][N:27]2[C:35]3[CH2:34][CH2:33][CH2:32][CH2:31][C:30]=3[C:29]([C:36]([F:39])([F:38])[F:37])=[N:28]2)C2N(C3C=CC(OC)=CC=3)C=CN=2)[CH:5]=[C:6]([F:8])[CH:7]=1.Cl.[Cl:42][C:43]1[CH:48]=[CH:47][C:46]([C:49]2[O:50][C:51](C(N)CC3C=C(F)C=C(F)C=3)=[CH:52][N:53]=2)=[CH:45][CH:44]=1.FC(F)(F)C1C2CCCCC=2N(CC(O)=O)N=1. (3) Given the product [Cl:1][C:2]1[CH:12]=[C:6]([CH2:7][OH:8])[CH:5]=[N:4][C:3]=1[NH:13][C@@H:14]1[CH2:19][CH2:18][CH2:17][N:16]([CH2:20][CH:21]2[CH2:22][CH2:23][CH2:24][CH2:25][CH2:26]2)[CH2:15]1, predict the reactants needed to synthesize it. The reactants are: [Cl:1][C:2]1[C:3]([NH:13][C@@H:14]2[CH2:19][CH2:18][CH2:17][N:16]([CH2:20][CH:21]3[CH2:26][CH2:25][CH2:24][CH2:23][CH2:22]3)[CH2:15]2)=[N:4][CH:5]=[C:6]([CH:12]=1)[C:7](OCC)=[O:8].[Li].O.O.O.O.C(C(C(C([O-])=O)O)O)([O-])=O.[Na+].[K+]. (4) Given the product [CH:53]1[C:62]2[C:57](=[CH:58][C:59]([C:63]3[S:67][C:66]([NH2:68])=[N:65][N:64]=3)=[CH:60][CH:61]=2)[CH:56]=[CH:55][N:54]=1.[Si:15]([O:14][CH2:13][C@@H:12]([C:22]1[CH:23]=[CH:24][C:25]([C:28]([F:30])([F:31])[F:29])=[CH:26][CH:27]=1)[C@H:8]([NH:34][C:92](=[O:93])[O:94][C:78]([CH3:77])([CH3:69])[CH3:73])[C:9]([NH:68][C:66]1[S:67][C:63]([C:59]2[CH:58]=[C:57]3[C:62](=[CH:61][CH:60]=2)[CH:53]=[N:54][CH:55]=[CH:56]3)=[N:64][N:65]=1)=[O:11])([C:18]([CH3:21])([CH3:19])[CH3:20])([CH3:16])[CH3:17], predict the reactants needed to synthesize it. The reactants are: C(OC([C@@H:8]([C@@H:12]([C:22]1[CH:27]=[CH:26][C:25]([C:28]([F:31])([F:30])[F:29])=[CH:24][CH:23]=1)[CH2:13][O:14][Si:15]([C:18]([CH3:21])([CH3:20])[CH3:19])([CH3:17])[CH3:16])[C:9]([OH:11])=O)=O)(C)(C)C.CC[N:34]=C=NCCCN(C)C.C1C=CC2N(O)N=NC=2C=1.[CH:53]1[C:62]2[C:57](=[CH:58][C:59]([C:63]3[S:67][C:66]([NH2:68])=[N:65][N:64]=3)=[CH:60][CH:61]=2)[CH:56]=[CH:55][N:54]=1.[CH:69]1[C:78]2[C:73](=CC(C(O)=O)=C[CH:77]=2)C=CN=1.ClC1C=NC=C2SC([C:92]([OH:94])=[O:93])=CC=12. (5) Given the product [Cl:26][C:18]1[C:19]([O:24][CH3:25])=[C:20]2[C:15](=[CH:16][CH:17]=1)[O:14][C:11]1([CH2:12][CH2:13][NH:8][CH2:9][CH2:10]1)[CH2:22][C:21]2=[O:23], predict the reactants needed to synthesize it. The reactants are: C([N:8]1[CH2:13][CH2:12][C:11]2([CH2:22][C:21](=[O:23])[C:20]3[C:15](=[CH:16][CH:17]=[C:18]([Cl:26])[C:19]=3[O:24][CH3:25])[O:14]2)[CH2:10][CH2:9]1)(OC(C)(C)C)=O.Cl.